Dataset: Catalyst prediction with 721,799 reactions and 888 catalyst types from USPTO. Task: Predict which catalyst facilitates the given reaction. Reactant: [F:1][C:2]1[CH:7]=[CH:6][CH:5]=[CH:4][C:3]=1[N:8]1[C:16]2[C:11](=[C:12]([N:17]3[CH2:21][CH2:20][NH:19][C:18]3=[O:22])[CH:13]=[CH:14][CH:15]=2)[CH:10]=[N:9]1.[H-].[Na+].Br[CH2:26][C:27](=[O:32])[CH2:28][CH:29]([CH3:31])[CH3:30]. Product: [F:1][C:2]1[CH:7]=[CH:6][CH:5]=[CH:4][C:3]=1[N:8]1[C:16]2[C:11](=[C:12]([N:17]3[CH2:21][CH2:20][N:19]([CH2:26][C:27](=[O:32])[CH2:28][CH:29]([CH3:31])[CH3:30])[C:18]3=[O:22])[CH:13]=[CH:14][CH:15]=2)[CH:10]=[N:9]1. The catalyst class is: 9.